Dataset: Reaction yield outcomes from USPTO patents with 853,638 reactions. Task: Predict the reaction yield, written as a fraction of the theoretical maximum amount of product (1.0 means a 100% yield; for example, 0.34 means a 34% yield). (1) The reactants are [CH2:1]([O:3][C:4](=[O:7])[CH2:5]Br)[CH3:2].[CH2:8]([CH:11]1[CH2:15][N:14]([CH2:16][C:17]2[N:18]=[CH:19][N:20](C(C3C=CC=CC=3)(C3C=CC=CC=3)C3C=CC=CC=3)[CH:21]=2)[C:13](=[O:41])[CH2:12]1)[CH2:9][CH3:10]. The catalyst is C(#N)C. The product is [O:41]=[C:13]1[CH2:12][CH:11]([CH2:8][CH2:9][CH3:10])[CH2:15][N:14]1[CH2:16][C:17]1[N:18]([CH2:5][C:4]([O:3][CH2:1][CH3:2])=[O:7])[CH:19]=[N:20][CH:21]=1. The yield is 0.300. (2) The reactants are [CH3:1][O:2][CH2:3][C@@H:4]1[CH2:8][N:7]([C:9]([O:11][C:12]([CH3:15])([CH3:14])[CH3:13])=[O:10])[C@H:6]([C:16]2[NH:20][C:19]3[C:21]4[C:26]([CH:27]=[CH:28][C:18]=3[N:17]=2)=[CH:25][C:24]2[C:29]3[C:34]([CH2:35][O:36][C:23]=2[CH:22]=4)=[CH:33][C:32](B2OC(C)(C)C(C)(C)O2)=[CH:31][CH:30]=3)[CH2:5]1.Br[C:47]1[NH:51][C:50]([C@@H:52]2[CH2:56][C@H:55]([CH3:57])[CH2:54][N:53]2[C:58](=[O:69])[C@@H:59]([NH:64][C:65](=[O:68])[O:66][CH3:67])[C@@H:60]([CH3:63])[CH2:61][CH3:62])=[N:49][CH:48]=1.C([O-])([O-])=O.[K+].[K+]. The catalyst is CS(C)=O.C1C=CC([P]([Pd]([P](C2C=CC=CC=2)(C2C=CC=CC=2)C2C=CC=CC=2)([P](C2C=CC=CC=2)(C2C=CC=CC=2)C2C=CC=CC=2)[P](C2C=CC=CC=2)(C2C=CC=CC=2)C2C=CC=CC=2)(C2C=CC=CC=2)C2C=CC=CC=2)=CC=1.C1C=CC(P(C2C=CC=CC=2)[C-]2C=CC=C2)=CC=1.C1C=CC(P(C2C=CC=CC=2)[C-]2C=CC=C2)=CC=1.Cl[Pd]Cl.[Fe+2]. The product is [CH3:67][O:66][C:65]([NH:64][C@H:59]([C:58]([N:53]1[CH2:54][C@@H:55]([CH3:57])[CH2:56][C@H:52]1[C:50]1[NH:51][C:47]([C:32]2[CH:33]=[C:34]3[CH2:35][O:36][C:23]4[CH:22]=[C:21]5[C:26]([CH:27]=[CH:28][C:18]6[N:17]=[C:16]([C@@H:6]7[CH2:5][C@H:4]([CH2:3][O:2][CH3:1])[CH2:8][N:7]7[C:9]([O:11][C:12]([CH3:14])([CH3:15])[CH3:13])=[O:10])[NH:20][C:19]=65)=[CH:25][C:24]=4[C:29]3=[CH:30][CH:31]=2)=[CH:48][N:49]=1)=[O:69])[C@@H:60]([CH2:61][CH3:62])[CH3:63])=[O:68]. The yield is 0.620.